From a dataset of Peptide-MHC class II binding affinity with 134,281 pairs from IEDB. Regression. Given a peptide amino acid sequence and an MHC pseudo amino acid sequence, predict their binding affinity value. This is MHC class II binding data. (1) The peptide sequence is KRTYSDRGWGNGCGL. The MHC is DRB1_1501 with pseudo-sequence DRB1_1501. The binding affinity (normalized) is 0. (2) The peptide sequence is QLQQFQKEDAALTIY. The MHC is DRB1_1501 with pseudo-sequence DRB1_1501. The binding affinity (normalized) is 0.311. (3) The peptide sequence is GAQLGELYYAIYKAS. The MHC is DRB1_1201 with pseudo-sequence DRB1_1201. The binding affinity (normalized) is 0.513. (4) The peptide sequence is SRKECPFSNRVWNSF. The MHC is HLA-DQA10102-DQB10501 with pseudo-sequence HLA-DQA10102-DQB10501. The binding affinity (normalized) is 0.394.